Dataset: Full USPTO retrosynthesis dataset with 1.9M reactions from patents (1976-2016). Task: Predict the reactants needed to synthesize the given product. (1) Given the product [CH3:20][O:19][C:17](=[O:18])[CH2:16][N:7]1[C:8]2[C:3](=[C:2]([F:1])[CH:11]=[CH:10][CH:9]=2)[NH:4][CH2:5][C:6]1=[O:12], predict the reactants needed to synthesize it. The reactants are: [F:1][C:2]1[CH:11]=[CH:10][CH:9]=[C:8]2[C:3]=1[NH:4][CH2:5][C:6](=[O:12])[NH:7]2.[H-].[Na+].Br[CH2:16][C:17]([O:19][CH3:20])=[O:18]. (2) The reactants are: [CH3:1][C:2]([OH:10])([CH2:4][CH2:5][C:6]([CH3:9])([OH:8])[CH3:7])[CH3:3].[Cl:11][CH2:12][C:13](O[C:13](=[O:14])[CH2:12][Cl:11])=[O:14]. Given the product [Cl:11][CH2:12][C:13]([O:8][C:6]([CH3:9])([CH2:5][CH2:4][C:2]([O:10][C:13](=[O:14])[CH2:12][Cl:11])([CH3:3])[CH3:1])[CH3:7])=[O:14], predict the reactants needed to synthesize it. (3) Given the product [C:7]1([C:13](=[O:30])[C:14]([C:15]2[CH:20]=[CH:19][C:18]([NH:21][CH2:22][CH:23]([CH3:24])[CH3:25])=[C:17]([N+:26]([O-:28])=[O:27])[CH:16]=2)=[O:46])[CH:12]=[CH:11][CH:10]=[CH:9][CH:8]=1, predict the reactants needed to synthesize it. The reactants are: [Mn]([O-])(=O)(=O)=O.[K+].[C:7]1([C:13]#[C:14][C:15]2[CH:20]=[CH:19][C:18]([NH:21][CH2:22][CH:23]([CH3:25])[CH3:24])=[C:17]([N+:26]([O-:28])=[O:27])[CH:16]=2)[CH:12]=[CH:11][CH:10]=[CH:9][CH:8]=1.C(=O)(O)[O-:30].[Na+].S([O-])([O-])(=O)=O.[Mg+2].S([O-])([O-])=O.[Na+].[Na+].[OH2:46]. (4) The reactants are: Cl.[NH2:2][C:3]1[N:36]=[C:6]2[N:7]([C:26]3[CH:31]=[CH:30][CH:29]=[C:28]([C:32]([F:35])([F:34])[F:33])[CH:27]=3)[C:8]([CH3:25])=[C:9]([C:23]#[N:24])[C@@H:10]([C:11]3[CH:16]=[CH:15][C:14]([C:17]#[N:18])=[CH:13][C:12]=3[S:19]([CH3:22])(=[O:21])=[O:20])[N:5]2[N:4]=1.[CH:37]1([C:40](Cl)=[O:41])[CH2:39][CH2:38]1. Given the product [C:23]([C:9]1[C@@H:10]([C:11]2[CH:16]=[CH:15][C:14]([C:17]#[N:18])=[CH:13][C:12]=2[S:19]([CH3:22])(=[O:21])=[O:20])[N:5]2[N:4]=[C:3]([NH:2][C:40]([CH:37]3[CH2:39][CH2:38]3)=[O:41])[N:36]=[C:6]2[N:7]([C:26]2[CH:31]=[CH:30][CH:29]=[C:28]([C:32]([F:35])([F:33])[F:34])[CH:27]=2)[C:8]=1[CH3:25])#[N:24], predict the reactants needed to synthesize it. (5) Given the product [Cl:1][C:2]1[CH:23]=[C:22]([C:24]([F:27])([F:25])[F:26])[CH:21]=[CH:20][C:3]=1[CH2:4][N:5]1[C:9](/[CH:10]=[CH:11]/[C:12]([OH:14])=[O:13])=[CH:8][C:7]([CH:17]2[CH2:19][CH2:18]2)=[N:6]1, predict the reactants needed to synthesize it. The reactants are: [Cl:1][C:2]1[CH:23]=[C:22]([C:24]([F:27])([F:26])[F:25])[CH:21]=[CH:20][C:3]=1[CH2:4][N:5]1[C:9](/[CH:10]=[CH:11]/[C:12]([O:14]CC)=[O:13])=[CH:8][C:7]([CH:17]2[CH2:19][CH2:18]2)=[N:6]1.[OH-].[Na+].O1CCCC1. (6) Given the product [C:23]([C:7]1[C:8]2[C:13](=[CH:12][CH:11]=[C:10]([O:16][C:17]3[CH:22]=[CH:21][CH:20]=[CH:19][CH:18]=3)[CH:9]=2)[C:14]([OH:15])=[C:5]([C:3]([NH:25][C@H:26]([C:31]2[CH:32]=[CH:33][C:34]([C:37]#[N:38])=[CH:35][CH:36]=2)[CH2:27][C:28]([OH:30])=[O:29])=[O:4])[N:6]=1)#[N:24], predict the reactants needed to synthesize it. The reactants are: CO[C:3]([C:5]1[N:6]=[C:7]([C:23]#[N:24])[C:8]2[C:13]([C:14]=1[OH:15])=[CH:12][CH:11]=[C:10]([O:16][C:17]1[CH:22]=[CH:21][CH:20]=[CH:19][CH:18]=1)[CH:9]=2)=[O:4].[NH2:25][C@H:26]([C:31]1[CH:36]=[CH:35][C:34]([C:37]#[N:38])=[CH:33][CH:32]=1)[CH2:27][C:28]([OH:30])=[O:29].C[O-].[Na+].Cl.